From a dataset of Peptide-MHC class I binding affinity with 185,985 pairs from IEDB/IMGT. Regression. Given a peptide amino acid sequence and an MHC pseudo amino acid sequence, predict their binding affinity value. This is MHC class I binding data. (1) The peptide sequence is GSKNLKSLY. The MHC is Mamu-A02 with pseudo-sequence Mamu-A02. The binding affinity (normalized) is 0.801. (2) The peptide sequence is LVLLDYQGML. The MHC is Patr-A0301 with pseudo-sequence Patr-A0301. The binding affinity (normalized) is 0.0832. (3) The binding affinity (normalized) is 0.638. The MHC is Mamu-B8301 with pseudo-sequence Mamu-B8301. The peptide sequence is MAVHCMNFKR. (4) The peptide sequence is YLLGDSDSV. The MHC is HLA-A02:11 with pseudo-sequence HLA-A02:11. The binding affinity (normalized) is 1.00. (5) The peptide sequence is SISSVLTILY. The MHC is HLA-A31:01 with pseudo-sequence HLA-A31:01. The binding affinity (normalized) is 0.156.